Predict which catalyst facilitates the given reaction. From a dataset of Catalyst prediction with 721,799 reactions and 888 catalyst types from USPTO. (1) Reactant: [NH2:1][C:2]1[CH:9]=[CH:8][CH:7]=[CH:6][C:3]=1[C:4]#[N:5].[Br-:10].[NH4+].OO. Product: [NH2:1][C:2]1[CH:9]=[CH:8][C:7]([Br:10])=[CH:6][C:3]=1[C:4]#[N:5]. The catalyst class is: 52. (2) Reactant: [CH2:1]([N:4]1[CH:8]=[C:7](Br)[C:6]([C:10]#[N:11])=[N:5]1)[CH:2]=[CH2:3].[Li]CCCC.[F:17][C:18]([F:38])([F:37])[C:19]([C:21]1[CH:22]=[C:23]2[C:27](=[CH:28][CH:29]=1)[N:26]([C:30]1[CH:35]=[CH:34][C:33]([F:36])=[CH:32][CH:31]=1)[N:25]=[CH:24]2)=[O:20]. Product: [CH2:1]([N:4]1[CH:8]=[C:7]([C:19]([C:21]2[CH:22]=[C:23]3[C:27](=[CH:28][CH:29]=2)[N:26]([C:30]2[CH:35]=[CH:34][C:33]([F:36])=[CH:32][CH:31]=2)[N:25]=[CH:24]3)([OH:20])[C:18]([F:37])([F:17])[F:38])[C:6]([C:10]#[N:11])=[N:5]1)[CH:2]=[CH2:3]. The catalyst class is: 332. (3) Reactant: [CH3:1][O:2][C:3]1[N:8]=[C:7]([C:9]([NH:11][CH3:12])=[O:10])[CH:6]=[CH:5][C:4]=1[N+:13]([O-])=O. Product: [NH2:13][C:4]1[CH:5]=[CH:6][C:7]([C:9]([NH:11][CH3:12])=[O:10])=[N:8][C:3]=1[O:2][CH3:1]. The catalyst class is: 19. (4) Reactant: Br[C:2]1[C:10]([Br:11])=[CH:9][C:5]2[O:6][CH2:7][O:8][C:4]=2[CH:3]=1.[F:12][C:13]1[CH:18]=[CH:17][C:16](B(O)O)=[CH:15][CH:14]=1.C([O-])([O-])=O.[Na+].[Na+]. Product: [Br:11][C:10]1[C:2]([C:16]2[CH:17]=[CH:18][C:13]([F:12])=[CH:14][CH:15]=2)=[CH:3][C:4]2[O:8][CH2:7][O:6][C:5]=2[CH:9]=1. The catalyst class is: 335. (5) Reactant: [Br:1][C:2]1[CH:7]=[CH:6][CH:5]=[CH:4][C:3]=1[NH:8][C:9](=O)[CH3:10].FC(F)(F)S(OS(C(F)(F)F)(=O)=O)(=O)=O.C[Si]([N:31]=[N+:32]=[N-:33])(C)C. Product: [Br:1][C:2]1[CH:7]=[CH:6][CH:5]=[CH:4][C:3]=1[N:8]1[C:9]([CH3:10])=[N:33][N:32]=[N:31]1. The catalyst class is: 10.